Predict the reaction yield, written as a fraction of the theoretical maximum amount of product (1.0 means a 100% yield; for example, 0.34 means a 34% yield). From a dataset of Reaction yield outcomes from USPTO patents with 853,638 reactions. (1) The reactants are [C:1]([C:4]1[N:9]=[N:8][C:7]([NH:10][C@@H:11]2[CH2:16][CH2:15][CH2:14][CH2:13][C@@H:12]2[NH:17]C(=O)OC(C)(C)C)=[CH:6][C:5]=1[NH:25][C:26]1[CH:31]=[CH:30][C:29]([O:32][CH3:33])=[C:28]([CH2:34][CH2:35][CH3:36])[N:27]=1)(=[O:3])[NH2:2].FC(F)(F)C(O)=O. The catalyst is ClCCl. The product is [NH2:17][C@H:12]1[CH2:13][CH2:14][CH2:15][CH2:16][C@H:11]1[NH:10][C:7]1[N:8]=[N:9][C:4]([C:1]([NH2:2])=[O:3])=[C:5]([NH:25][C:26]2[CH:31]=[CH:30][C:29]([O:32][CH3:33])=[C:28]([CH2:34][CH2:35][CH3:36])[N:27]=2)[CH:6]=1. The yield is 0.770. (2) The reactants are [N:1]([N:3]1[CH2:8][CH2:7][NH:6][CH2:5][CH2:4]1)=[O:2].[CH:9]([C:11]1[CH:12]=[CH:13][N:14]=[C:15]2[C:20]=1[N:19]=[C:18]([O:21][CH3:22])[CH:17]=[CH:16]2)=[CH2:10]. The catalyst is CN(C=O)C. The product is [CH3:22][O:21][C:18]1[CH:17]=[CH:16][C:15]2[C:20](=[C:11]([CH2:9][CH2:10][N:6]3[CH2:7][CH2:8][N:3]([N:1]=[O:2])[CH2:4][CH2:5]3)[CH:12]=[CH:13][N:14]=2)[N:19]=1. The yield is 0.380. (3) The reactants are CCCC[N+](CCCC)(CCCC)CCCC.[F-].[C:19]([O:23][C:24](=[O:44])[N:25]([CH2:27][C:28]1[CH:33]=[CH:32][C:31]([Cl:34])=[C:30]([C:35](C)(C)[O:36][SiH2]C(C)(C)C)[CH:29]=1)[CH3:26])([CH3:22])([CH3:21])[CH3:20].CCOC(C)=O. The catalyst is C1COCC1. The product is [C:19]([O:23][C:24](=[O:44])[N:25]([CH2:27][C:28]1[CH:33]=[CH:32][C:31]([Cl:34])=[C:30]([CH2:35][OH:36])[CH:29]=1)[CH3:26])([CH3:22])([CH3:20])[CH3:21]. The yield is 0.340. (4) The reactants are P(Cl)(Cl)([Cl:3])=O.[C:6]([CH2:9][O:10][C:11]1[CH:19]=[CH:18][CH:17]=[CH:16][C:12]=1[C:13](O)=O)(O)=[O:7]. The catalyst is CN(C=O)C. The product is [Cl:3][C:13]1[C:12]2[CH:16]=[CH:17][CH:18]=[CH:19][C:11]=2[O:10][C:9]=1[CH:6]=[O:7]. The yield is 0.260. (5) The reactants are Cl.[C:2]1([CH:8]([N:10]2[CH2:14][CH:13]([CH2:15][NH:16][CH:17]([C:19]3[CH:24]=[CH:23][CH:22]=[CH:21][CH:20]=3)[CH3:18])[O:12][C:11]2=[O:25])[CH3:9])[CH:7]=[CH:6][CH:5]=[CH:4][CH:3]=1. The catalyst is ClCCl. The product is [C:2]1([CH:8]([N:10]2[CH2:14][CH:13]([CH2:15][NH:16][CH:17]([C:19]3[CH:24]=[CH:23][CH:22]=[CH:21][CH:20]=3)[CH3:18])[O:12][C:11]2=[O:25])[CH3:9])[CH:3]=[CH:4][CH:5]=[CH:6][CH:7]=1. The yield is 0.970. (6) The reactants are [NH2:1][C:2]1[N:7]=[N:6][C:5]([CH2:8][CH2:9][CH2:10][CH2:11][N:12]2[CH:16]=[C:15]([C:17]([O:19][C:20]([CH3:23])([CH3:22])[CH3:21])=[O:18])[N:14]=[N:13]2)=[CH:4][C:3]=1Br.C(N(CC)CC)C.[C:32]([C:34]1[CH:39]=[CH:38][CH:37]=[CH:36][C:35]=1[F:40])#[CH:33]. The catalyst is C1COCC1.Cl[Pd](Cl)([P](C1C=CC=CC=1)(C1C=CC=CC=1)C1C=CC=CC=1)[P](C1C=CC=CC=1)(C1C=CC=CC=1)C1C=CC=CC=1.[Cu]I. The product is [NH2:1][C:2]1[N:7]=[N:6][C:5]([CH2:8][CH2:9][CH2:10][CH2:11][N:12]2[CH:16]=[C:15]([C:17]([O:19][C:20]([CH3:23])([CH3:22])[CH3:21])=[O:18])[N:14]=[N:13]2)=[CH:4][C:3]=1[C:33]#[C:32][C:34]1[CH:39]=[CH:38][CH:37]=[CH:36][C:35]=1[F:40]. The yield is 0.790. (7) The reactants are O[C:2]([C:5]1[CH:10]=[C:9]([O:11][CH3:12])[CH:8]=[CH:7][C:6]=1[OH:13])([CH3:4])[CH3:3].C([O-])=O.[NH4+]. The catalyst is CC(O)=O.O.[Pd]. The product is [CH:2]([C:5]1[CH:10]=[C:9]([O:11][CH3:12])[CH:8]=[CH:7][C:6]=1[OH:13])([CH3:4])[CH3:3]. The yield is 0.970. (8) The reactants are Cl[C:2]1[C:7]([N+:8]([O-:10])=[O:9])=[CH:6][N:5]=[C:4]2[CH2:11][CH2:12][CH2:13][C:3]=12.[OH:14][C:15]1([CH3:30])[C@@H:20]([CH3:21])[CH2:19][NH:18][CH2:17][C@H:16]1[NH:22][C:23](=[O:29])[O:24][C:25]([CH3:28])([CH3:27])[CH3:26].C(N(CC)CC)C. The catalyst is C(O)(C)C. The product is [OH:14][C:15]1([CH3:30])[C@@H:20]([CH3:21])[CH2:19][N:18]([C:2]2[C:7]([N+:8]([O-:10])=[O:9])=[CH:6][N:5]=[C:4]3[CH2:11][CH2:12][CH2:13][C:3]=23)[CH2:17][C@H:16]1[NH:22][C:23](=[O:29])[O:24][C:25]([CH3:28])([CH3:27])[CH3:26]. The yield is 0.740. (9) The reactants are ClC(N(C)C)=C(C)C.[C:9]([O:13][C:14]([N:16]1[CH2:23][CH:22]2[N:24]([C:25]([O:27][C:28]([CH3:31])([CH3:30])[CH3:29])=[O:26])[CH:18]([CH2:19][C:20]([C:35]3[CH:40]=[CH:39][CH:38]=[C:37]([O:41][CH2:42][CH2:43][O:44][Si](C(C)(C)C)(C)C)[CH:36]=3)=[C:21]2[C:32]([OH:34])=O)[CH2:17]1)=[O:15])([CH3:12])([CH3:11])[CH3:10].[CH:52]1([NH:55][CH2:56][C:57]2[CH:62]=[CH:61][CH:60]=[C:59]([O:63][CH3:64])[C:58]=2[CH3:65])[CH2:54][CH2:53]1.CCN(C(C)C)C(C)C.C(O)(=O)CC(CC(O)=O)(C(O)=O)O.CCCC[N+](CCCC)(CCCC)CCCC.[F-]. The catalyst is C(Cl)Cl.C1COCC1. The product is [C:9]([O:13][C:14]([N:16]1[CH2:23][CH:22]2[N:24]([C:25]([O:27][C:28]([CH3:30])([CH3:31])[CH3:29])=[O:26])[CH:18]([CH2:19][C:20]([C:35]3[CH:40]=[CH:39][CH:38]=[C:37]([O:41][CH2:42][CH2:43][OH:44])[CH:36]=3)=[C:21]2[C:32](=[O:34])[N:55]([CH:52]2[CH2:54][CH2:53]2)[CH2:56][C:57]2[CH:62]=[CH:61][CH:60]=[C:59]([O:63][CH3:64])[C:58]=2[CH3:65])[CH2:17]1)=[O:15])([CH3:12])([CH3:11])[CH3:10]. The yield is 0.660. (10) The reactants are [F:1][C:2]1[CH:3]=[C:4]([CH:8]=[CH:9][C:10]=1[F:11])[C:5](Cl)=[O:6].Cl.Cl.[CH3:14][C:15]1[N:16]=[C:17]([C:20]2[N:24]=[C:23]([C@H:25]3[CH2:30][CH2:29][CH2:28][NH:27][CH2:26]3)[O:22][N:21]=2)[NH:18][CH:19]=1.C(N(CC)CC)C. The catalyst is ClCCl. The product is [F:1][C:2]1[CH:3]=[C:4]([C:5]([N:27]2[CH2:28][CH2:29][CH2:30][C@H:25]([C:23]3[O:22][N:21]=[C:20]([C:17]4[NH:18][CH:19]=[C:15]([CH3:14])[N:16]=4)[N:24]=3)[CH2:26]2)=[O:6])[CH:8]=[CH:9][C:10]=1[F:11]. The yield is 0.690.